Predict which catalyst facilitates the given reaction. From a dataset of Catalyst prediction with 721,799 reactions and 888 catalyst types from USPTO. (1) Reactant: [CH3:1][C:2]([N:9]1[CH2:20][CH2:19][C:12]2([C:16](=[O:17])[NH:15][CH:14]([CH3:18])[CH2:13]2)[CH2:11][CH2:10]1)([CH3:8])[C:3](OCC)=[O:4].CC(C[AlH]CC(C)C)C. Product: [CH3:1][C:2]([N:9]1[CH2:10][CH2:11][C:12]2([C:16](=[O:17])[NH:15][CH:14]([CH3:18])[CH2:13]2)[CH2:19][CH2:20]1)([CH3:8])[CH:3]=[O:4]. The catalyst class is: 11. (2) Reactant: [C:1]([O:5][C:6]([N:8]1[CH2:13][CH2:12][CH:11]([NH:14][C:15]2[CH:20]=[CH:19][CH:18]=[CH:17][CH:16]=2)[CH2:10][CH2:9]1)=[O:7])([CH3:4])([CH3:3])[CH3:2].[CH3:21][N:22]=[C:23]=[S:24]. Product: [C:1]([O:5][C:6]([N:8]1[CH2:9][CH2:10][CH:11]([N:14]([C:15]2[CH:20]=[CH:19][CH:18]=[CH:17][CH:16]=2)[C:23]([NH:22][CH3:21])=[S:24])[CH2:12][CH2:13]1)=[O:7])([CH3:4])([CH3:2])[CH3:3]. The catalyst class is: 548. (3) Reactant: [Cl:1][C:2]1[CH:7]=[CH:6][C:5]([C:8]2[N:12]([CH:13]([CH:27]3[CH2:32][CH2:31][CH2:30][CH2:29][CH2:28]3)[C:14]([NH:16][CH2:17][C@H:18]3CC[C@H](C(O)=O)C[CH2:19]3)=[O:15])[C:11]3[CH:33]=[CH:34][C:35]([F:37])=[CH:36][C:10]=3[N:9]=2)=[CH:4][CH:3]=1.[F:38][P-](F)(F)(F)(F)F.N1(OC(N(C)C)=[N+](C)C)C2N=CC=CC=2N=N1.C(N(C(C)C)C(C)C)C.[CH2:71]([O:73][C:74](=[O:87])[C:75]([O:78][C:79]1C=CC(N)=[C:81]([F:86])[CH:80]=1)([CH3:77])[CH3:76])[CH3:72]. Product: [CH2:71]([O:73][C:74](=[O:87])[C:75]([O:78][C:79]1[CH:19]=[CH:18][C:17]([NH:16][C:14](=[O:15])[CH:13]([N:12]2[C:11]3[CH:33]=[C:34]([F:38])[C:35]([F:37])=[CH:36][C:10]=3[N:9]=[C:8]2[C:5]2[CH:4]=[CH:3][C:2]([Cl:1])=[CH:7][CH:6]=2)[CH:27]2[CH2:32][CH2:31][CH2:30][CH2:29][CH2:28]2)=[C:81]([F:86])[CH:80]=1)([CH3:77])[CH3:76])[CH3:72]. The catalyst class is: 42.